From a dataset of Antibody paratope prediction from SAbDab with 1,023 antibody chains. Token-level Classification. Given an antibody amino acid sequence, predict which amino acid positions are active in antigen binding. Output is a list of indices for active paratope positions. (1) Given the antibody sequence: DIVMTQATPSIPVTPGESVSISCRSNKSLLHSNGNTYLYWFLQRPGQSPRLLIFRMSNLASGVPDRFSGSGSGTAFTLRISRVEAADVGIYFCLQHLEYPFTFGAGTKLELK, which amino acid positions are active in antigen binding (paratope)? The paratope positions are: [30, 31, 32, 33, 34]. (2) Given the antibody sequence: EVQLVESGGGLVQPGGSLRLSCAASGFTFLGYGIHWVRQAPGKGLEWVGWISPAGGSTDYADSVKGRFTISADTSKNTAYLQMNSLRAEDTAVYYCARGPFSPWVMDYWGQGTLVTVSS, which amino acid positions are active in antigen binding (paratope)? The paratope positions are: [52, 83, 84, 85, 104, 105].